This data is from Forward reaction prediction with 1.9M reactions from USPTO patents (1976-2016). The task is: Predict the product of the given reaction. (1) The product is: [C:2]([O:6][C:7](=[O:10])[CH2:8][NH:9][C:32]([C:26]1[C:27]2[N:28]=[C:29]([O:30][CH3:31])[C:20]([O:19][CH3:18])=[N:21][C:22]=2[CH:23]=[C:24]([N+:36]([O-:38])=[O:37])[C:25]=1[CH3:35])=[O:33])([CH3:5])([CH3:4])[CH3:3]. Given the reactants Cl.[C:2]([O:6][C:7](=[O:10])[CH2:8][NH2:9])([CH3:5])([CH3:4])[CH3:3].C(N(CC)CC)C.[CH3:18][O:19][C:20]1[C:29]([O:30][CH3:31])=[N:28][C:27]2[C:26]([C:32](Cl)=[O:33])=[C:25]([CH3:35])[C:24]([N+:36]([O-:38])=[O:37])=[CH:23][C:22]=2[N:21]=1, predict the reaction product. (2) Given the reactants [CH3:1][O:2][C:3]([C:5]1[NH:6][CH:7]=[C:8]([Br:10])[CH:9]=1)=[O:4].[H-].[Na+].[NH4+:13].[Cl-], predict the reaction product. The product is: [CH3:1][O:2][C:3]([C:5]1[N:6]([NH2:13])[CH:7]=[C:8]([Br:10])[CH:9]=1)=[O:4]. (3) The product is: [ClH:41].[Cl:41][C:21]1[CH:22]=[C:23]([NH:26][CH2:27][CH:28]2[CH2:29][CH2:30][NH:31][CH2:32][CH2:33]2)[CH:24]=[CH:25][C:20]=1[N:14]1[C:13]2[C:7]3[S:6][C:5]([NH:4][C:1](=[O:3])[CH3:2])=[N:9][C:8]=3[CH2:10][CH2:11][C:12]=2[C:16]([CH:17]2[CH2:18][CH2:19]2)=[N:15]1. Given the reactants [C:1]([NH:4][C:5]1[S:6][C:7]2[C:13]3[N:14]([C:20]4[CH:25]=[CH:24][C:23]([NH:26][CH2:27][CH:28]5[CH2:33][CH2:32][N:31](C(OC(C)(C)C)=O)[CH2:30][CH2:29]5)=[CH:22][C:21]=4[Cl:41])[N:15]=[C:16]([CH:17]4[CH2:19][CH2:18]4)[C:12]=3[CH2:11][CH2:10][C:8]=2[N:9]=1)(=[O:3])[CH3:2].FC(F)(F)C(O)=O.P([O-])([O-])([O-])=O, predict the reaction product. (4) Given the reactants C[O:2][C:3](=[O:43])[C:4]1[CH:9]=[CH:8][C:7]([N:10]2[C:14](=[O:15])[C@H:13]3[C@H:16]([C:34]4[CH:39]=[CH:38][CH:37]=[C:36]([Cl:40])[C:35]=4[F:41])[C@:17]([C:26]4[CH:31]=[CH:30][C:29]([Cl:32])=[CH:28][C:27]=4[F:33])([C:24]#[N:25])[C@H:18]([CH2:19][C:20]([CH3:23])([CH3:22])[CH3:21])[N:12]3[C:11]2=[O:42])=[CH:6][CH:5]=1.[Al](I)(I)I, predict the reaction product. The product is: [Cl:40][C:36]1[C:35]([F:41])=[C:34]([C@H:16]2[C@H:13]3[N:12]([C:11](=[O:42])[N:10]([C:7]4[CH:8]=[CH:9][C:4]([C:3]([OH:43])=[O:2])=[CH:5][CH:6]=4)[C:14]3=[O:15])[C@@H:18]([CH2:19][C:20]([CH3:23])([CH3:22])[CH3:21])[C@@:17]2([C:26]2[CH:31]=[CH:30][C:29]([Cl:32])=[CH:28][C:27]=2[F:33])[C:24]#[N:25])[CH:39]=[CH:38][CH:37]=1. (5) Given the reactants [NH2:1][C:2]1[C:7]2=[C:8]([C:18]3[CH:23]=[CH:22][C:21]([NH:24][C:25]([NH:27][C:28]4[CH:33]=[CH:32][CH:31]=[C:30]([C:34]([F:37])([F:36])[F:35])[N:29]=4)=[O:26])=[CH:20][CH:19]=3)[CH:9]=[C:10]([C:11]([O:13]CCCC)=[O:12])[N:6]2[N:5]=[CH:4][N:3]=1.[OH-].[Na+].Cl, predict the reaction product. The product is: [NH2:1][C:2]1[C:7]2=[C:8]([C:18]3[CH:23]=[CH:22][C:21]([NH:24][C:25]([NH:27][C:28]4[CH:33]=[CH:32][CH:31]=[C:30]([C:34]([F:37])([F:36])[F:35])[N:29]=4)=[O:26])=[CH:20][CH:19]=3)[CH:9]=[C:10]([C:11]([OH:13])=[O:12])[N:6]2[N:5]=[CH:4][N:3]=1. (6) Given the reactants Cl[C:2]1[CH:7]=[C:6]([NH:8][CH:9]2[CH2:14][CH2:13][O:12][CH2:11][CH2:10]2)[N:5]2[N:15]=[C:16]([C:18]3[C:27]([CH3:28])=[N:26][C:25]4[C:20](=[CH:21][CH:22]=[CH:23][CH:24]=4)[N:19]=3)[CH:17]=[C:4]2[N:3]=1.[OH:29][C@H:30]1[CH2:34][CH2:33][NH:32][CH2:31]1.O, predict the reaction product. The product is: [CH3:28][C:27]1[C:18]([C:16]2[CH:17]=[C:4]3[N:3]=[C:2]([N:32]4[CH2:33][CH2:34][CH:30]([OH:29])[CH2:31]4)[CH:7]=[C:6]([NH:8][CH:9]4[CH2:14][CH2:13][O:12][CH2:11][CH2:10]4)[N:5]3[N:15]=2)=[N:19][C:20]2[C:25]([N:26]=1)=[CH:24][CH:23]=[CH:22][CH:21]=2. (7) Given the reactants [NH2:1][C:2]1[S:6][N:5]=[C:4]([C:7]2[CH:12]=[CH:11][CH:10]=[C:9]([N+:13]([O-:15])=[O:14])[CH:8]=2)[C:3]=1[C:16]#[N:17].[OH:18]S(O)(=O)=O, predict the reaction product. The product is: [NH2:1][C:2]1[S:6][N:5]=[C:4]([C:7]2[CH:12]=[CH:11][CH:10]=[C:9]([N+:13]([O-:15])=[O:14])[CH:8]=2)[C:3]=1[C:16]([NH2:17])=[O:18]. (8) Given the reactants C[Si](C)(C)N[Si](C)(C)C.[Li].[Cl:11][C:12]1[CH:29]=[CH:28][C:15]([CH2:16][N:17]2[C:22](=[O:23])[CH:21]=[C:20]3[S:24][CH:25]=[CH:26][N:19]3[C:18]2=[O:27])=[CH:14][CH:13]=1.[Cl:30][C:31]1[CH:32]=[C:33]([CH:38]=[CH:39][C:40]=1[Cl:41])[CH2:34][N:35]=[C:36]=[O:37].[Cl-].[NH4+], predict the reaction product. The product is: [Cl:30][C:31]1[CH:32]=[C:33]([CH:38]=[CH:39][C:40]=1[Cl:41])[CH2:34][NH:35][C:36]([C:25]1[S:24][C:20]2[N:19]([C:18](=[O:27])[N:17]([CH2:16][C:15]3[CH:14]=[CH:13][C:12]([Cl:11])=[CH:29][CH:28]=3)[C:22](=[O:23])[CH:21]=2)[CH:26]=1)=[O:37]. (9) Given the reactants [F:1][C:2]([F:15])([F:14])[S:3]([O:6]S(C(F)(F)F)(=O)=O)(=[O:5])=[O:4].C(N(CC)CC)C.[CH2:23]([C:25]1[CH:26]=[CH:27][C:28]([CH2:32][CH2:33][CH2:34][O:35][CH3:36])=[C:29](O)[CH:30]=1)[CH3:24], predict the reaction product. The product is: [CH2:23]([C:25]1[CH:26]=[CH:27][C:28]([CH2:32][CH2:33][CH2:34][O:35][CH3:36])=[C:29]([O:6][S:3]([C:2]([F:15])([F:14])[F:1])(=[O:5])=[O:4])[CH:30]=1)[CH3:24]. (10) Given the reactants [CH2:1]([C:3]1[S:29][C:6]2[N:7]([CH2:13][C:14]3[CH:19]=[CH:18][C:17]([C:20]4[C:21]([C:27]#[N:28])=[CH:22][C:23]([F:26])=[CH:24][CH:25]=4)=[CH:16][CH:15]=3)[C:8](=[O:12])[NH:9][C:10](=[O:11])[C:5]=2[CH:4]=1)[CH3:2].Br[CH2:31][C:32]([C:34]1[CH:39]=[CH:38][C:37]([O:40][CH3:41])=[CH:36][CH:35]=1)=[O:33].CN(C)C=O.[H-].[Na+], predict the reaction product. The product is: [CH2:1]([C:3]1[S:29][C:6]2[N:7]([CH2:13][C:14]3[CH:19]=[CH:18][C:17]([C:20]4[C:21]([C:27]#[N:28])=[CH:22][C:23]([F:26])=[CH:24][CH:25]=4)=[CH:16][CH:15]=3)[C:8](=[O:12])[N:9]([CH2:31][C:32]([C:34]3[CH:39]=[CH:38][C:37]([O:40][CH3:41])=[CH:36][CH:35]=3)=[O:33])[C:10](=[O:11])[C:5]=2[CH:4]=1)[CH3:2].